This data is from CYP2C19 inhibition data for predicting drug metabolism from PubChem BioAssay. The task is: Regression/Classification. Given a drug SMILES string, predict its absorption, distribution, metabolism, or excretion properties. Task type varies by dataset: regression for continuous measurements (e.g., permeability, clearance, half-life) or binary classification for categorical outcomes (e.g., BBB penetration, CYP inhibition). Dataset: cyp2c19_veith. (1) The compound is O=C(Cn1c(=O)n(Cc2ccco2)c(=O)c2c3c(sc21)CCCCC3)c1ccccc1. The result is 1 (inhibitor). (2) The compound is Oc1ccc([C@H](O)[C@@H]2CCCCN2)cc1O. The result is 0 (non-inhibitor).